This data is from Full USPTO retrosynthesis dataset with 1.9M reactions from patents (1976-2016). The task is: Predict the reactants needed to synthesize the given product. (1) Given the product [Cl:120][C:118]1[CH:119]=[C:114]2[C:113]([CH3:130])([CH3:129])[C:112](/[CH:111]=[CH:110]/[C:85](/[CH2:84][CH2:83][C:80]([O:82][N:70]3[C:74](=[O:75])[CH2:73][CH2:72][C:71]3=[O:76])=[O:81])=[CH:86]/[CH:87]=[C:88]3/[N:89]([CH2:103][CH2:104][CH2:105][S:106]([O-:109])(=[O:107])=[O:108])[C:90]4[C:95]([C:96]/3([CH3:97])[CH3:98])=[CH:94][C:93]([S:99]([O-:102])(=[O:100])=[O:101])=[CH:92][CH:91]=4)=[N:128][C:115]2=[N+:116]([CH2:121][CH2:122][CH2:123][S:124]([O-:127])(=[O:126])=[O:125])[CH:117]=1.[Na+:77].[Na+:77], predict the reactants needed to synthesize it. The reactants are: ClC1C=C2C(C)(C)/C(=C\C=C(/C3C=CC=C(CCCCC(O[N:70]4[C:74](=[O:75])[CH2:73][CH2:72][C:71]4=[O:76])=O)C=3)\C=C\C3C(C)(C)C4C5C=C(S([O-])(=O)=O)C=C(S([O-])(=O)=O)C=5C=CC=4[N+]=3CCCCS([O-])(=O)=O)/N=C2N(CCCCS([O-])(=O)=O)C=1.[Na+:77].[Na+].[Na+].[C:80]([CH2:83][CH2:84]/[C:85](/[CH:110]=[CH:111]/[C:112]1[C:113]([CH3:130])([CH3:129])[C:114]2[C:115]([N:128]=1)=[N+:116]([CH2:121][CH2:122][CH2:123][S:124]([O-:127])(=[O:126])=[O:125])[CH:117]=[C:118]([Cl:120])[CH:119]=2)=[CH:86]\[CH:87]=[C:88]1\[N:89]([CH2:103][CH2:104][CH2:105][S:106]([O-:109])(=[O:108])=[O:107])[C:90]2[C:95]([C:96]\1([CH3:98])[CH3:97])=[CH:94][C:93]([S:99]([O-:102])(=[O:101])=[O:100])=[CH:92][CH:91]=2)([OH:82])=[O:81].[Na+].[Na+]. (2) Given the product [CH3:23][O:24][C:25]1[CH:30]=[CH:29][C:28]([C:31]2[CH:36]=[CH:35][N:34]([C:15]3[CH:16]=[CH:17][C:18]4[C:10]5[CH2:9][N:8]([C:6]([O:5][C:1]([CH3:4])([CH3:3])[CH3:2])=[O:7])[CH2:22][CH2:21][C:11]=5[N:12]([CH3:20])[C:13]=4[CH:14]=3)[C:33](=[O:37])[CH:32]=2)=[CH:27][CH:26]=1, predict the reactants needed to synthesize it. The reactants are: [C:1]([O:5][C:6]([N:8]1[CH2:22][CH2:21][C:11]2[N:12]([CH3:20])[C:13]3[CH:14]=[C:15](Br)[CH:16]=[CH:17][C:18]=3[C:10]=2[CH2:9]1)=[O:7])([CH3:4])([CH3:3])[CH3:2].[CH3:23][O:24][C:25]1[CH:30]=[CH:29][C:28]([C:31]2[CH:36]=[CH:35][NH:34][C:33](=[O:37])[CH:32]=2)=[CH:27][CH:26]=1.C([O-])([O-])=O.[Cs+].[Cs+].OC1C=CC=C2C=1N=CC=C2. (3) Given the product [CH3:1][N:2]1[C:6]([C:7]2[CH:21]=[C:20]([NH2:22])[CH:19]=[CH:18][C:8]=2[O:9][CH2:10][CH2:11][N:12]2[CH2:17][CH2:16][O:15][CH2:14][CH2:13]2)=[CH:5][CH:4]=[N:3]1, predict the reactants needed to synthesize it. The reactants are: [CH3:1][N:2]1[C:6]([C:7]2[CH:21]=[C:20]([N+:22]([O-])=O)[CH:19]=[CH:18][C:8]=2[O:9][CH2:10][CH2:11][N:12]2[CH2:17][CH2:16][O:15][CH2:14][CH2:13]2)=[CH:5][CH:4]=[N:3]1.O.C1COCC1.